Dataset: Catalyst prediction with 721,799 reactions and 888 catalyst types from USPTO. Task: Predict which catalyst facilitates the given reaction. Reactant: [NH2:1][C@@H:2]1[C@H:35]([OH:36])[C@H:34]([CH3:37])[O:33][C@@H:4]([O:5][C@@H:6]2[C:23]3[C:10](=[C:11]([OH:28])[C:12]4[C:13](=[O:27])[C:14]5[C:19]([C:20](=[O:25])[C:21]=4[C:22]=3[OH:24])=[C:18]([NH2:26])[CH:17]=[CH:16][CH:15]=5)[CH2:9][C@:8]([C:30](=[O:32])[CH3:31])([OH:29])[CH2:7]2)[CH2:3]1.C(N(C(C)C)CC)(C)C.I[CH2:48][C@H:49]([O:52][CH2:53][CH2:54]I)[O:50][CH3:51]. Product: [CH3:51][O:50][C@H:49]1[O:52][CH2:53][CH2:54][N:1]([C@@H:2]2[C@H:35]([OH:36])[C@H:34]([CH3:37])[O:33][C@@H:4]([O:5][C@@H:6]3[C:23]4[C:10](=[C:11]([OH:28])[C:12]5[C:13](=[O:27])[C:14]6[C:19]([C:20](=[O:25])[C:21]=5[C:22]=4[OH:24])=[C:18]([NH2:26])[CH:17]=[CH:16][CH:15]=6)[CH2:9][C@:8]([C:30](=[O:32])[CH3:31])([OH:29])[CH2:7]3)[CH2:3]2)[CH2:48]1. The catalyst class is: 85.